This data is from Forward reaction prediction with 1.9M reactions from USPTO patents (1976-2016). The task is: Predict the product of the given reaction. (1) Given the reactants FC(F)(F)C([NH:5][C@H:6]1[C:15]2[C:10](=[C:11]([N+:23]([O-:25])=[O:24])[C:12]([CH2:16][N:17]3[CH2:22][CH2:21][CH2:20][CH2:19][CH2:18]3)=[CH:13][CH:14]=2)[CH2:9][CH2:8][CH2:7]1)=O.[OH-].[Na+], predict the reaction product. The product is: [N+:23]([C:11]1[C:12]([CH2:16][N:17]2[CH2:18][CH2:19][CH2:20][CH2:21][CH2:22]2)=[CH:13][CH:14]=[C:15]2[C:10]=1[CH2:9][CH2:8][CH2:7][C@H:6]2[NH2:5])([O-:25])=[O:24]. (2) Given the reactants Br[CH2:2][C:3]1[CH:4]=[C:5]([CH:22]=[CH:23][C:24]=1[F:25])[C:6]([NH:8][C:9]1[C:13]2[CH:14]=[CH:15][C:16]([Cl:18])=[CH:17][C:12]=2[O:11][C:10]=1[C:19]([NH2:21])=[O:20])=[O:7].[NH:26]1[CH2:31][CH2:30][O:29][CH2:28][CH2:27]1.CN1CCOCC1.C(C1C=CC=CC=1C=C)=C, predict the reaction product. The product is: [Cl:18][C:16]1[CH:15]=[CH:14][C:13]2[C:9]([NH:8][C:6](=[O:7])[C:5]3[CH:22]=[CH:23][C:24]([F:25])=[C:3]([CH2:2][N:26]4[CH2:31][CH2:30][O:29][CH2:28][CH2:27]4)[CH:4]=3)=[C:10]([C:19]([NH2:21])=[O:20])[O:11][C:12]=2[CH:17]=1. (3) The product is: [C:1]([O:5][C:6](=[O:29])[NH:7][C@@H:8]([CH2:21][C:22]1[CH:27]=[CH:26][CH:25]=[C:24]([O:28][CH2:36][CH:35]=[CH2:34])[CH:23]=1)[C@@H:9]([OH:20])[CH2:10][C@H:11]([C:13](=[O:19])[NH:14][CH2:15][CH2:16][CH2:17][CH3:18])[CH3:12])([CH3:3])([CH3:4])[CH3:2]. Given the reactants [C:1]([O:5][C:6](=[O:29])[NH:7][C@@H:8]([CH2:21][C:22]1[CH:27]=[CH:26][CH:25]=[C:24]([OH:28])[CH:23]=1)[C@@H:9]([OH:20])[CH2:10][C@H:11]([C:13](=[O:19])[NH:14][CH2:15][CH2:16][CH2:17][CH3:18])[CH3:12])([CH3:4])([CH3:3])[CH3:2].O.[I-].[K+].Br[CH2:34][CH:35]=[CH2:36], predict the reaction product. (4) Given the reactants Cl[C:2]1[N:3]=[C:4]([N:22]2[CH2:27][CH2:26][O:25][CH2:24][CH2:23]2)[C:5]2[N:11]=[C:10]([CH2:12][CH:13]3[CH2:18][CH2:17][N:16]([C:19](=[O:21])[CH3:20])[CH2:15][CH2:14]3)[CH:9]=[CH:8][C:6]=2[N:7]=1.[CH3:28][O:29][C@H:30]([C:32]1[NH:36][C:35]2[CH:37]=[CH:38][CH:39]=[CH:40][C:34]=2[N:33]=1)[CH3:31], predict the reaction product. The product is: [CH3:28][O:29][C@H:30]([C:32]1[N:33]([C:2]2[N:3]=[C:4]([N:22]3[CH2:23][CH2:24][O:25][CH2:26][CH2:27]3)[C:5]3[N:11]=[C:10]([CH2:12][CH:13]4[CH2:18][CH2:17][N:16]([C:19](=[O:21])[CH3:20])[CH2:15][CH2:14]4)[CH:9]=[CH:8][C:6]=3[N:7]=2)[C:34]2[CH:40]=[CH:39][CH:38]=[CH:37][C:35]=2[N:36]=1)[CH3:31]. (5) Given the reactants I[C:2]1[CH:7]=[CH:6][CH:5]=[C:4]([O:8][CH2:9][CH2:10][O:11][CH3:12])[CH:3]=1.Br[C:14]([F:21])([F:20])[C:15]([O:17][CH2:18][CH3:19])=[O:16], predict the reaction product. The product is: [F:20][C:14]([F:21])([C:2]1[CH:7]=[CH:6][CH:5]=[C:4]([O:8][CH2:9][CH2:10][O:11][CH3:12])[CH:3]=1)[C:15]([O:17][CH2:18][CH3:19])=[O:16]. (6) Given the reactants Cl[C:2]1[N:24]=[C:5]2[C:6]([NH:10][CH2:11][C:12]3[C:13]([N:18]([CH3:23])[S:19]([CH3:22])(=[O:21])=[O:20])=[N:14][CH:15]=[CH:16][CH:17]=3)=[CH:7][CH:8]=[CH:9][N:4]2[N:3]=1.[CH3:25][S:26]([C:29]1[CH:30]=[C:31]([NH2:35])[CH:32]=[CH:33][CH:34]=1)(=[O:28])=[O:27].Cl.C1(P(C2CCCCC2)C2C=CC=CC=2C2C=CC=CC=2P(C2CCCCC2)C2CCCCC2)CCCCC1, predict the reaction product. The product is: [CH3:25][S:26]([C:29]1[CH:30]=[C:31]([NH:35][C:2]2[N:24]=[C:5]3[C:6]([NH:10][CH2:11][C:12]4[C:13]([N:18]([CH3:23])[S:19]([CH3:22])(=[O:21])=[O:20])=[N:14][CH:15]=[CH:16][CH:17]=4)=[CH:7][CH:8]=[CH:9][N:4]3[N:3]=2)[CH:32]=[CH:33][CH:34]=1)(=[O:27])=[O:28]. (7) Given the reactants C(N(CC)CC)C.[NH2:8][C:9]1[CH:14]=[CH:13][C:12]([F:15])=[CH:11][N:10]=1.[C:16](Cl)(=[O:21])[C:17]([CH3:20])([CH3:19])[CH3:18].C, predict the reaction product. The product is: [F:15][C:12]1[CH:13]=[CH:14][C:9]([NH:8][C:16](=[O:21])[C:17]([CH3:20])([CH3:19])[CH3:18])=[N:10][CH:11]=1.